The task is: Predict the product of the given reaction.. This data is from Forward reaction prediction with 1.9M reactions from USPTO patents (1976-2016). Given the reactants [F:1][C:2]1[CH:3]=[C:4]([C:10]2[CH:15]=[CH:14][C:13]([OH:16])=[CH:12][CH:11]=2)[CH:5]=[CH:6][C:7]=1[C:8]#[N:9].Br[CH2:18][CH2:19][CH2:20][Cl:21], predict the reaction product. The product is: [Cl:21][CH2:20][CH2:19][CH2:18][O:16][C:13]1[CH:14]=[CH:15][C:10]([C:4]2[CH:5]=[CH:6][C:7]([C:8]#[N:9])=[C:2]([F:1])[CH:3]=2)=[CH:11][CH:12]=1.